From a dataset of NCI-60 drug combinations with 297,098 pairs across 59 cell lines. Regression. Given two drug SMILES strings and cell line genomic features, predict the synergy score measuring deviation from expected non-interaction effect. (1) Drug 1: CC1C(C(CC(O1)OC2CC(CC3=C2C(=C4C(=C3O)C(=O)C5=C(C4=O)C(=CC=C5)OC)O)(C(=O)C)O)N)O.Cl. Drug 2: CN(CC1=CN=C2C(=N1)C(=NC(=N2)N)N)C3=CC=C(C=C3)C(=O)NC(CCC(=O)O)C(=O)O. Cell line: HCT116. Synergy scores: CSS=53.1, Synergy_ZIP=-0.688, Synergy_Bliss=-1.37, Synergy_Loewe=-1.79, Synergy_HSA=2.43. (2) Drug 1: CC1OCC2C(O1)C(C(C(O2)OC3C4COC(=O)C4C(C5=CC6=C(C=C35)OCO6)C7=CC(=C(C(=C7)OC)O)OC)O)O. Drug 2: C1=CC(=CC=C1CC(C(=O)O)N)N(CCCl)CCCl.Cl. Cell line: T-47D. Synergy scores: CSS=42.9, Synergy_ZIP=1.12, Synergy_Bliss=6.68, Synergy_Loewe=1.54, Synergy_HSA=6.54. (3) Drug 1: C1CCC(C(C1)N)N.C(=O)(C(=O)[O-])[O-].[Pt+4]. Drug 2: CC1CCCC2(C(O2)CC(NC(=O)CC(C(C(=O)C(C1O)C)(C)C)O)C(=CC3=CSC(=N3)C)C)C. Cell line: ACHN. Synergy scores: CSS=45.5, Synergy_ZIP=-4.55, Synergy_Bliss=-2.96, Synergy_Loewe=2.97, Synergy_HSA=4.62. (4) Synergy scores: CSS=44.1, Synergy_ZIP=-0.274, Synergy_Bliss=3.52, Synergy_Loewe=2.26, Synergy_HSA=2.13. Drug 2: C1=NC(=NC(=O)N1C2C(C(C(O2)CO)O)O)N. Drug 1: CCC1=CC2CC(C3=C(CN(C2)C1)C4=CC=CC=C4N3)(C5=C(C=C6C(=C5)C78CCN9C7C(C=CC9)(C(C(C8N6C)(C(=O)OC)O)OC(=O)C)CC)OC)C(=O)OC.C(C(C(=O)O)O)(C(=O)O)O. Cell line: NCI-H226. (5) Drug 1: CC(C)(C#N)C1=CC(=CC(=C1)CN2C=NC=N2)C(C)(C)C#N. Synergy scores: CSS=-0.965, Synergy_ZIP=3.73, Synergy_Bliss=2.01, Synergy_Loewe=-5.07, Synergy_HSA=-5.53. Cell line: NCI-H322M. Drug 2: C1=CC=C(C=C1)NC(=O)CCCCCCC(=O)NO. (6) Drug 1: C1=CC(=CC=C1CC(C(=O)O)N)N(CCCl)CCCl.Cl. Drug 2: C(CC(=O)O)C(=O)CN.Cl. Cell line: SK-OV-3. Synergy scores: CSS=12.9, Synergy_ZIP=-5.81, Synergy_Bliss=-2.27, Synergy_Loewe=-3.79, Synergy_HSA=-3.29.